This data is from Full USPTO retrosynthesis dataset with 1.9M reactions from patents (1976-2016). The task is: Predict the reactants needed to synthesize the given product. (1) Given the product [Cl:1][C:2]1[CH:3]=[N:4][C:5]2[N:6]([N:8]=[C:9]([C:11]([N:16]3[CH2:17][CH2:18][C:19]4[S:23][C:22]([CH3:24])=[CH:21][C:20]=4[N:15]3[CH3:14])=[O:13])[CH:10]=2)[CH:7]=1, predict the reactants needed to synthesize it. The reactants are: [Cl:1][C:2]1[CH:3]=[N:4][C:5]2[N:6]([N:8]=[C:9]([C:11]([OH:13])=O)[CH:10]=2)[CH:7]=1.[CH3:14][N:15]1[C:20]2[CH:21]=[C:22]([CH3:24])[S:23][C:19]=2[CH2:18][CH2:17][NH:16]1. (2) Given the product [Cl:6][C:7]1[CH:44]=[CH:43][C:10]2[N:11]([C:24](=[O:42])[C:25]3[CH:30]=[CH:29][C:28]([NH:31][C:32](=[O:40])[C:33]4[CH:38]=[CH:37][CH:36]=[CH:35][C:34]=4[CH3:39])=[CH:27][C:26]=3[CH3:41])[CH2:12][CH2:13][CH2:14][CH:15]([CH:16]([CH2:20][C:21]([O-:23])=[O:22])[C:17]([O-:19])=[O:18])[C:9]=2[CH:8]=1.[Na+:5].[Na+:5], predict the reactants needed to synthesize it. The reactants are: C(=O)([O-])O.[Na+:5].[Cl:6][C:7]1[CH:44]=[CH:43][C:10]2[N:11]([C:24](=[O:42])[C:25]3[CH:30]=[CH:29][C:28]([NH:31][C:32](=[O:40])[C:33]4[CH:38]=[CH:37][CH:36]=[CH:35][C:34]=4[CH3:39])=[CH:27][C:26]=3[CH3:41])[CH2:12][CH2:13][CH2:14][CH:15]([CH:16]([CH2:20][C:21]([O-:23])=[O:22])[C:17]([O-:19])=[O:18])[C:9]=2[CH:8]=1. (3) Given the product [CH3:24][C:18]1[N:17]=[C:16]([C:10]2[N:11]=[C:12]3[N:8]([CH:9]=2)[CH2:7][CH2:6][O:5][C:4]2[C:13]3=[CH:14][CH:15]=[C:2]([C:37]([NH2:35])=[O:38])[CH:3]=2)[N:20]([CH:21]([CH3:23])[CH3:22])[N:19]=1, predict the reactants needed to synthesize it. The reactants are: Br[C:2]1[CH:3]=[C:4]2[C:13](=[CH:14][CH:15]=1)[C:12]1[N:8]([CH:9]=[C:10]([C:16]3[N:20]([CH:21]([CH3:23])[CH3:22])[N:19]=[C:18]([CH3:24])[N:17]=3)[N:11]=1)[CH2:7][CH2:6][O:5]2.C[Si](C)(C)N[Si](C)(C)C.C[N:35]([CH:37]=[O:38])C. (4) Given the product [CH2:14]([N:8]1[C:9]2[C:5](=[CH:4][C:3]([O:2][CH3:1])=[CH:11][CH:10]=2)[CH:6]=[CH:7]1)[CH:13]=[CH2:12], predict the reactants needed to synthesize it. The reactants are: [CH3:1][O:2][C:3]1[CH:4]=[C:5]2[C:9](=[CH:10][CH:11]=1)[NH:8][CH:7]=[CH:6]2.[CH3:12][C:13]([O-])(C)[CH3:14].[K+].C(Br)C=C. (5) Given the product [CH3:1][O:2][C:3]1[CH:4]=[C:5]([CH2:11][CH:12]=[O:13])[CH:6]=[CH:7][C:8]=1[O:9][CH3:10], predict the reactants needed to synthesize it. The reactants are: [CH3:1][O:2][C:3]1[CH:4]=[C:5]([CH2:11][CH2:12][OH:13])[CH:6]=[CH:7][C:8]=1[O:9][CH3:10].CC(OI1(OC(C)=O)(OC(C)=O)OC(=O)C2C=CC=CC1=2)=O.C(=O)([O-])O.[Na+].S(S([O-])=O)([O-])=O.[Na+].[Na+]. (6) The reactants are: [N:1]1[C:10]2[C:5](=[CH:6][CH:7]=[CH:8][CH:9]=2)[CH:4]=[CH:3][C:2]=1[SH:11].Cl[C:13]1[C:22]2[C:17](=[CH:18][C:19]([O:25][CH3:26])=[C:20]([O:23][CH3:24])[CH:21]=2)[N:16]=[CH:15][CH:14]=1. Given the product [CH3:24][O:23][C:20]1[CH:21]=[C:22]2[C:17](=[CH:18][C:19]=1[O:25][CH3:26])[N:16]=[CH:15][CH:14]=[C:13]2[S:11][C:2]1[CH:3]=[CH:4][C:5]2[C:10](=[CH:9][CH:8]=[CH:7][CH:6]=2)[N:1]=1, predict the reactants needed to synthesize it. (7) Given the product [CH2:1]([O:3][C:4]([CH:6]1[CH2:13][C:9]2([CH2:10][CH2:11][CH2:12]2)[O:8][NH:7]1)=[O:5])[CH3:2], predict the reactants needed to synthesize it. The reactants are: [CH2:1]([O:3][C:4]([C:6]1[CH2:13][C:9]2([CH2:12][CH2:11][CH2:10]2)[O:8][N:7]=1)=[O:5])[CH3:2].CSC.B.